Task: Predict the reaction yield, written as a fraction of the theoretical maximum amount of product (1.0 means a 100% yield; for example, 0.34 means a 34% yield).. Dataset: Reaction yield outcomes from USPTO patents with 853,638 reactions (1) The reactants are [CH3:1][C:2]([CH3:24])([CH3:23])[C:3]([NH:5][C:6]1[C:11](/[CH:12]=[CH:13]/[C:14]([O:16][CH2:17][CH2:18][CH2:19][CH3:20])=[O:15])=[CH:10][CH:9]=[C:8]([O:21][CH3:22])[N:7]=1)=[O:4].[H][H]. The catalyst is C(O)C.[Pd]. The product is [CH3:23][C:2]([CH3:1])([CH3:24])[C:3]([NH:5][C:6]1[C:11]([CH2:12][CH2:13][C:14]([O:16][CH2:17][CH2:18][CH2:19][CH3:20])=[O:15])=[CH:10][CH:9]=[C:8]([O:21][CH3:22])[N:7]=1)=[O:4]. The yield is 0.990. (2) The reactants are [CH3:1][N:2]1[CH2:7][CH2:6][N:5]([C:8]2[CH:9]=[N:10][CH:11]=[C:12]([N+:15]([O-])=O)[C:13]=2[NH2:14])[CH2:4][CH2:3]1. The catalyst is CO.[Pd]. The product is [CH3:1][N:2]1[CH2:3][CH2:4][N:5]([C:8]2[C:13]([NH2:14])=[C:12]([NH2:15])[CH:11]=[N:10][CH:9]=2)[CH2:6][CH2:7]1. The yield is 0.990. (3) The reactants are [F:1][C:2]1[N:7]2[CH:8]=[C:9]([CH:11]=[O:12])[N:10]=[C:6]2[CH:5]=[CH:4][CH:3]=1.[BH4-].[Na+]. The catalyst is CO. The product is [F:1][C:2]1[N:7]2[CH:8]=[C:9]([CH2:11][OH:12])[N:10]=[C:6]2[CH:5]=[CH:4][CH:3]=1. The yield is 0.930. (4) The reactants are C[O:2][C:3](=[O:30])[CH2:4][O:5][C:6]1[CH:11]=[CH:10][C:9]([F:12])=[C:8]([CH2:13][C:14]2[C:22]3[C:17](=[N:18][CH:19]=[C:20]([C:23]4[CH:24]=[N:25][CH:26]=[CH:27][CH:28]=4)[CH:21]=3)[NH:16][CH:15]=2)[C:7]=1[F:29].[OH-].[K+].O.Cl. The catalyst is O1CCCC1. The product is [F:29][C:7]1[C:8]([CH2:13][C:14]2[C:22]3[C:17](=[N:18][CH:19]=[C:20]([C:23]4[CH:24]=[N:25][CH:26]=[CH:27][CH:28]=4)[CH:21]=3)[NH:16][CH:15]=2)=[C:9]([F:12])[CH:10]=[CH:11][C:6]=1[O:5][CH2:4][C:3]([OH:30])=[O:2]. The yield is 0.470. (5) The reactants are [OH:1][C:2]1[CH:3]=[CH:4][C:5]([CH3:8])=[N:6][CH:7]=1.[OH-].[K+].[CH3:11]I.O. The catalyst is CS(C)=O. The product is [CH3:11][O:1][C:2]1[CH:3]=[CH:4][C:5]([CH3:8])=[N:6][CH:7]=1. The yield is 0.590. (6) The product is [F:27][C:28]([F:30])([F:29])[CH2:7][OH:8].[N:1]1[CH:6]=[CH:5][CH:4]=[CH:3][CH:2]=1. The yield is 0.240. The reactants are [N:1]1[CH:6]=[CH:5][CH:4]=[CH:3][C:2]=1[CH:7]=[O:8].CCCC[N+](CCCC)(CCCC)CCCC.[F-].[F:27][C:28]([Si](C)(C)C)([F:30])[F:29]. The catalyst is C1COCC1.O.C(Cl)Cl. (7) The product is [CH3:38][O:39][C:40](=[O:50])[CH2:41][C:42]1[CH:47]=[CH:46][C:45]([C:59]2[CH:60]=[CH:61][C:56]([C:53]([C:72]3[CH:85]=[CH:84][C:75]([O:76][CH2:77][C:78](=[O:83])[C:79]([CH3:81])([CH3:80])[CH3:82])=[C:74]([CH3:86])[CH:73]=3)([CH2:54][CH3:55])[CH2:51][CH3:52])=[CH:57][C:58]=2[CH3:71])=[CH:44][C:43]=1[F:49]. The yield is 0.590. The catalyst is O.C1(C)C=CC=CC=1.C([O-])(=O)C.[Pd+2].C([O-])(=O)C. The reactants are C1(P(C2CCCCC2)C2C=CC=CC=2C2C(OC)=CC=CC=2OC)CCCCC1.P([O-])([O-])([O-])=O.[K+].[K+].[K+].[CH3:38][O:39][C:40](=[O:50])[CH2:41][C:42]1[CH:47]=[CH:46][C:45](Cl)=[CH:44][C:43]=1[F:49].[CH2:51]([C:53]([C:72]1[CH:85]=[CH:84][C:75]([O:76][CH2:77][CH:78]([OH:83])[C:79]([CH3:82])([CH3:81])[CH3:80])=[C:74]([CH3:86])[CH:73]=1)([C:56]1[CH:61]=[CH:60][C:59](B2OC(C)(C)C(C)(C)O2)=[C:58]([CH3:71])[CH:57]=1)[CH2:54][CH3:55])[CH3:52].